From a dataset of Full USPTO retrosynthesis dataset with 1.9M reactions from patents (1976-2016). Predict the reactants needed to synthesize the given product. (1) The reactants are: [F:1][C:2]1[CH:7]=[CH:6][CH:5]=[C:4]([O:8][CH3:9])[C:3]=1[OH:10].F[C:12]1[CH:17]=[CH:16][CH:15]=[CH:14][C:13]=1[N+:18]([O-:20])=[O:19].FC1C=CC=C([O:36][CH3:37])C=1OC1C=CC=CC=1N.[NH2:38][C:39]1[S:40][CH:41]=[CH:42][N:43]=1. Given the product [F:1][C:2]1[CH:7]=[CH:6][CH:5]=[C:4]([O:8][CH3:9])[C:3]=1[O:10][C:12]1[CH:17]=[CH:16][CH:15]=[CH:14][C:13]=1[N+:18]([O-:20])=[O:19].[S:40]1[CH:41]=[CH:42][N:43]=[C:39]1[NH:38][C:37](=[O:36])[NH2:18], predict the reactants needed to synthesize it. (2) Given the product [Cl-:1].[NH:18]1[C:26]2[C:21](=[CH:22][C:23]([N+:27]([CH3:30])([CH3:29])[CH3:28])=[CH:24][CH:25]=2)[CH:20]=[CH:19]1, predict the reactants needed to synthesize it. The reactants are: [Cl-:1].C1(C([O-])=C([N+]([O-])=O)C=C([N+]([O-])=O)C=1)[N+]([O-])=O.[NH:18]1[C:26]2[C:21](=[CH:22][C:23]([N+:27]([CH3:30])([CH3:29])[CH3:28])=[CH:24][CH:25]=2)[CH:20]=[CH:19]1.CO. (3) Given the product [Br:3][C:4]1[N:5]=[C:6]([O:22][CH2:23][C:24]2[CH:25]=[N:26][CH:27]=[CH:28][CH:29]=2)[C:7]([N:10]([S:11]([C:14]2[CH:19]=[CH:18][CH:17]=[C:16]([Cl:20])[C:15]=2[Cl:21])(=[O:12])=[O:13])[C:35](=[O:36])[O:34][CH2:30][CH:31]([CH3:33])[CH3:32])=[N:8][CH:9]=1, predict the reactants needed to synthesize it. The reactants are: [H-].[Na+].[Br:3][C:4]1[N:5]=[C:6]([O:22][CH2:23][C:24]2[CH:25]=[N:26][CH:27]=[CH:28][CH:29]=2)[C:7]([NH:10][S:11]([C:14]2[CH:19]=[CH:18][CH:17]=[C:16]([Cl:20])[C:15]=2[Cl:21])(=[O:13])=[O:12])=[N:8][CH:9]=1.[CH2:30]([O:34][C:35](Cl)=[O:36])[CH:31]([CH3:33])[CH3:32]. (4) Given the product [NH2:21][CH2:11][C@H:9]([OH:10])[C@@H:8]([NH:12][C:13](=[O:19])[O:14][C:15]([CH3:18])([CH3:17])[CH3:16])[CH2:7][CH:1]1[CH2:6][CH2:5][CH2:4][CH2:3][CH2:2]1, predict the reactants needed to synthesize it. The reactants are: [CH:1]1([CH2:7][C@H:8]([NH:12][C:13](=[O:19])[O:14][C:15]([CH3:18])([CH3:17])[CH3:16])[C@@H:9]2[CH2:11][O:10]2)[CH2:6][CH2:5][CH2:4][CH2:3][CH2:2]1.[OH-].[NH4+:21]. (5) The reactants are: [CH3:1][O:2][C:3]1[CH:4]=[CH:5][C:6]([NH:13][C:14]2[N:18]([C:19]3[CH:24]=[CH:23][CH:22]=[CH:21][C:20]=3[CH3:25])[N:17]=[C:16]([CH3:26])[CH:15]=2)=[C:7]([CH:12]=1)[C:8]([O:10][CH3:11])=[O:9].[Br:27]Br.O. Given the product [Br:27][C:15]1[C:16]([CH3:26])=[N:17][N:18]([C:19]2[CH:24]=[CH:23][CH:22]=[CH:21][C:20]=2[CH3:25])[C:14]=1[NH:13][C:6]1[CH:5]=[CH:4][C:3]([O:2][CH3:1])=[CH:12][C:7]=1[C:8]([O:10][CH3:11])=[O:9], predict the reactants needed to synthesize it. (6) Given the product [ClH:1].[Cl:1][C:2]1[CH:3]=[CH:4][C:5]([C:8]2[CH:25]=[CH:24][C:11]3[CH2:12][NH:13][CH2:14][CH2:15][O:16][C:10]=3[CH:9]=2)=[CH:6][CH:7]=1, predict the reactants needed to synthesize it. The reactants are: [Cl:1][C:2]1[CH:7]=[CH:6][C:5]([C:8]2[CH:25]=[CH:24][C:11]3[CH2:12][N:13](C(OC(C)(C)C)=O)[CH2:14][CH2:15][O:16][C:10]=3[CH:9]=2)=[CH:4][CH:3]=1.C(OCC)(=O)C.Cl.